From a dataset of Reaction yield outcomes from USPTO patents with 853,638 reactions. Predict the reaction yield, written as a fraction of the theoretical maximum amount of product (1.0 means a 100% yield; for example, 0.34 means a 34% yield). (1) The product is [CH:1](=[C:17]1[C:18]2[N:9]=[CH:10][CH:11]=[CH:12][C:13]=2[CH2:14][CH2:15][CH2:16]1)[C:2]1[CH:7]=[CH:6][CH:5]=[CH:4][CH:3]=1. The yield is 0.580. The reactants are [CH:1](=O)[C:2]1[CH:7]=[CH:6][CH:5]=[CH:4][CH:3]=1.[N:9]1[C:18]2[CH2:17][CH2:16][CH2:15][CH2:14][C:13]=2[CH:12]=[CH:11][CH:10]=1. The catalyst is C(OC(=O)C)(=O)C. (2) The reactants are Br[C:2]1[NH:6][CH:5]=[C:4]([C:7]([O:9][CH3:10])=[O:8])[C:3]=1[CH3:11].[Cl:12][C:13]1[CH:18]=[C:17]([F:19])[CH:16]=[CH:15][C:14]=1B(O)O.C([O-])([O-])=O.[Na+].[Na+]. The catalyst is C1(C)C=CC=CC=1.O.C(OCC)(=O)C.C1(P(C2C=CC=CC=2)C2C=CC=CC=2)C=CC=CC=1.C1(P(C2C=CC=CC=2)C2C=CC=CC=2)C=CC=CC=1.C1(P(C2C=CC=CC=2)C2C=CC=CC=2)C=CC=CC=1.C1(P(C2C=CC=CC=2)C2C=CC=CC=2)C=CC=CC=1.[Pd]. The product is [Cl:12][C:13]1[CH:18]=[C:17]([F:19])[CH:16]=[CH:15][C:14]=1[C:2]1[NH:6][CH:5]=[C:4]([C:7]([O:9][CH3:10])=[O:8])[C:3]=1[CH3:11]. The yield is 0.840. (3) The reactants are I[C:2]1[C:10]2[C:5](=[N:6][CH:7]=[CH:8][CH:9]=2)[N:4]([Si:11]([CH:18]([CH3:20])[CH3:19])([CH:15]([CH3:17])[CH3:16])[CH:12]([CH3:14])[CH3:13])[CH:3]=1.C([Mg]Cl)(C)C.C(OC(=O)[N:32]([C:44]1[CH:49]=[CH:48][C:47]([C:50](=[O:52])[CH3:51])=[CH:46][N:45]=1)[CH2:33][C:34]1[CH:39]=[CH:38][C:37]([C:40]([F:43])([F:42])[F:41])=[CH:36][CH:35]=1)(C)(C)C. The catalyst is O1CCCC1. The product is [F:43][C:40]([F:41])([F:42])[C:37]1[CH:38]=[CH:39][C:34]([CH2:33][NH:32][C:44]2[N:45]=[CH:46][C:47]([C:50]([C:2]3[C:10]4[C:5](=[N:6][CH:7]=[CH:8][CH:9]=4)[N:4]([Si:11]([CH:18]([CH3:20])[CH3:19])([CH:15]([CH3:17])[CH3:16])[CH:12]([CH3:14])[CH3:13])[CH:3]=3)([OH:52])[CH3:51])=[CH:48][CH:49]=2)=[CH:35][CH:36]=1. The yield is 0.290. (4) The yield is 0.480. The catalyst is CCO.[Pd]. The reactants are Cl[C:2]1[N:7]=[C:6]([NH:8][C@@H:9]2[C:17]3[C:12](=[CH:13][CH:14]=[CH:15][CH:16]=3)[CH2:11][CH2:10]2)[N:5]=[C:4]([NH:18][C@H:19]2[C@@H:23]3[O:24][C:25]([CH3:28])([CH3:27])[O:26][C@@H:22]3[C@@H:21]([CH2:29][OH:30])[CH2:20]2)[N:3]=1. The product is [C@@H:9]1([NH:8][C:6]2[N:7]=[CH:2][N:3]=[C:4]([NH:18][C@H:19]3[C@@H:23]4[O:24][C:25]([CH3:27])([CH3:28])[O:26][C@@H:22]4[C@@H:21]([CH2:29][OH:30])[CH2:20]3)[N:5]=2)[C:17]2[C:12](=[CH:13][CH:14]=[CH:15][CH:16]=2)[CH2:11][CH2:10]1.